From a dataset of Peptide-MHC class II binding affinity with 134,281 pairs from IEDB. Regression. Given a peptide amino acid sequence and an MHC pseudo amino acid sequence, predict their binding affinity value. This is MHC class II binding data. (1) The peptide sequence is LQGPFNFRFLTEKGM. The MHC is DRB1_1201 with pseudo-sequence DRB1_1201. The binding affinity (normalized) is 0.391. (2) The peptide sequence is TILPLMALLTPVTMA. The MHC is HLA-DQA10201-DQB10303 with pseudo-sequence HLA-DQA10201-DQB10303. The binding affinity (normalized) is 0.756. (3) The peptide sequence is VSQLTEVFSRKGKHL. The MHC is DRB1_0101 with pseudo-sequence DRB1_0101. The binding affinity (normalized) is 0.477. (4) The peptide sequence is QAATAGTTVYGAFAA. The MHC is HLA-DPA10103-DPB10601 with pseudo-sequence HLA-DPA10103-DPB10601. The binding affinity (normalized) is 0.0855. (5) The peptide sequence is GELQIVDKEDAAFKI. The MHC is DRB3_0101 with pseudo-sequence DRB3_0101. The binding affinity (normalized) is 0.765.